From a dataset of NCI-60 drug combinations with 297,098 pairs across 59 cell lines. Regression. Given two drug SMILES strings and cell line genomic features, predict the synergy score measuring deviation from expected non-interaction effect. Drug 1: C1CC(=O)NC(=O)C1N2C(=O)C3=CC=CC=C3C2=O. Drug 2: COCCOC1=C(C=C2C(=C1)C(=NC=N2)NC3=CC=CC(=C3)C#C)OCCOC.Cl. Cell line: SF-539. Synergy scores: CSS=-24.8, Synergy_ZIP=12.5, Synergy_Bliss=7.76, Synergy_Loewe=-23.8, Synergy_HSA=-24.9.